From a dataset of Peptide-MHC class I binding affinity with 185,985 pairs from IEDB/IMGT. Regression. Given a peptide amino acid sequence and an MHC pseudo amino acid sequence, predict their binding affinity value. This is MHC class I binding data. (1) The peptide sequence is ESDKGSSQS. The MHC is HLA-B35:01 with pseudo-sequence HLA-B35:01. The binding affinity (normalized) is 0.0847. (2) The peptide sequence is NLKLYGAEF. The MHC is HLA-B27:05 with pseudo-sequence HLA-B27:05. The binding affinity (normalized) is 0.0847. (3) The peptide sequence is FLLMDALKL. The MHC is HLA-A24:02 with pseudo-sequence HLA-A24:02. The binding affinity (normalized) is 0.333.